This data is from Forward reaction prediction with 1.9M reactions from USPTO patents (1976-2016). The task is: Predict the product of the given reaction. (1) Given the reactants [CH3:1][O:2][C:3]([C:5]1[CH:10]=[CH:9][C:8]([C:11]2[C:12]([CH3:58])([CH3:57])[C@H:13]3[C@:26]([CH3:29])([CH2:27][CH:28]=2)[C@@H:25]2[C@:16]([CH3:56])([C@@:17]4([CH3:55])[C@H:22]([CH2:23][CH2:24]2)[C@H:21]2[C@H:30]([C:33]([CH2:35][O:36][CH2:37][CH2:38][N:39]5[CH2:44][CH2:43][O:42][CH2:41][CH2:40]5)=[CH2:34])[CH2:31][CH2:32][C@:20]2([C:45]([O:47]CC2C=CC=CC=2)=[O:46])[CH2:19][CH2:18]4)[CH2:15][CH2:14]3)=[CH:7][CH:6]=1)=[O:4].C([SiH](C)C)(C)(C)C.O.[F-].C([N+](CCCC)(CCCC)CCCC)CCC, predict the reaction product. The product is: [CH3:1][O:2][C:3]([C:5]1[CH:10]=[CH:9][C:8]([C:11]2[C:12]([CH3:58])([CH3:57])[C@H:13]3[C@:26]([CH3:29])([CH2:27][CH:28]=2)[C@@H:25]2[C@:16]([CH3:56])([C@@:17]4([CH3:55])[C@H:22]([CH2:23][CH2:24]2)[C@H:21]2[C@H:30]([C:33]([CH2:35][O:36][CH2:37][CH2:38][N:39]5[CH2:40][CH2:41][O:42][CH2:43][CH2:44]5)=[CH2:34])[CH2:31][CH2:32][C@:20]2([C:45]([OH:47])=[O:46])[CH2:19][CH2:18]4)[CH2:15][CH2:14]3)=[CH:7][CH:6]=1)=[O:4]. (2) The product is: [CH2:22]([N:17]1[CH2:16][CH2:15][N:14]([C:4]2[N:5]=[C:6]([CH2:8][C:9]3[CH:13]=[CH:12][S:11][CH:10]=3)[NH:7][C:2](=[O:1])[C:3]=2[C:20]#[N:21])[CH2:19][CH2:18]1)[CH3:23]. Given the reactants [O:1]=[C:2]1[NH:7][C:6]([CH2:8][C:9]2[CH:13]=[CH:12][S:11][CH:10]=2)=[N:5][C:4]([N:14]2[CH2:19][CH2:18][NH:17][CH2:16][CH2:15]2)=[C:3]1[C:20]#[N:21].[CH2:22](N(CC)CC)[CH3:23].BrCC, predict the reaction product. (3) Given the reactants [C:1]([N:4]1[C:12]2[C:7](=[CH:8][C:9]([NH2:13])=[CH:10][CH:11]=2)[CH2:6][CH2:5]1)(=O)[CH3:2].[H-].[H-].[H-].[H-].[Li+].[Al+3], predict the reaction product. The product is: [CH2:1]([N:4]1[C:12]2[C:7](=[CH:8][C:9]([NH2:13])=[CH:10][CH:11]=2)[CH2:6][CH2:5]1)[CH3:2].